Dataset: HIV replication inhibition screening data with 41,000+ compounds from the AIDS Antiviral Screen. Task: Binary Classification. Given a drug SMILES string, predict its activity (active/inactive) in a high-throughput screening assay against a specified biological target. (1) The drug is O=C(COC(=O)c1cccc2c(=O)c3ccccc3[nH]c12)Nc1ccccc1. The result is 0 (inactive). (2) The drug is CC1(C)CC2(C)CC1CC2O. The result is 0 (inactive). (3) The drug is Clc1ccc(-c2nnc(C34CC5CC(CC(C5)C3)C4)o2)cc1. The result is 0 (inactive). (4) The molecule is O=C(NCCO)c1c(CN(CCO)CCO)[n+]([O-])c2ccccc2[n+]1[O-]. The result is 0 (inactive). (5) The compound is CCOC(=O)C=CCCC(C)(C)COC(C)=O. The result is 0 (inactive). (6) The drug is CC(C)(CO)CNc1cc(Cl)nc(N)n1. The result is 0 (inactive). (7) The compound is O=C(CSc1nnc(-c2ccc(N=Cc3ccc(Cl)cc3)cc2)o1)Nc1ccc([N+](=O)[O-])cc1. The result is 0 (inactive). (8) The molecule is CC(C)(C)C(O)=Cc1nc2cc(C(F)(F)F)ccc2nc1O. The result is 0 (inactive).